Dataset: NCI-60 drug combinations with 297,098 pairs across 59 cell lines. Task: Regression. Given two drug SMILES strings and cell line genomic features, predict the synergy score measuring deviation from expected non-interaction effect. (1) Drug 1: CCC1(CC2CC(C3=C(CCN(C2)C1)C4=CC=CC=C4N3)(C5=C(C=C6C(=C5)C78CCN9C7C(C=CC9)(C(C(C8N6C)(C(=O)OC)O)OC(=O)C)CC)OC)C(=O)OC)O. Drug 2: CS(=O)(=O)CCNCC1=CC=C(O1)C2=CC3=C(C=C2)N=CN=C3NC4=CC(=C(C=C4)OCC5=CC(=CC=C5)F)Cl. Cell line: SW-620. Synergy scores: CSS=45.4, Synergy_ZIP=1.74, Synergy_Bliss=-6.42, Synergy_Loewe=-73.5, Synergy_HSA=-7.69. (2) Drug 1: CCN(CC)CCNC(=O)C1=C(NC(=C1C)C=C2C3=C(C=CC(=C3)F)NC2=O)C. Drug 2: CCN(CC)CCCC(C)NC1=C2C=C(C=CC2=NC3=C1C=CC(=C3)Cl)OC. Cell line: TK-10. Synergy scores: CSS=14.7, Synergy_ZIP=-2.39, Synergy_Bliss=-0.616, Synergy_Loewe=-1.41, Synergy_HSA=-0.377. (3) Drug 1: CC(C)(C#N)C1=CC(=CC(=C1)CN2C=NC=N2)C(C)(C)C#N. Drug 2: CCCCCOC(=O)NC1=NC(=O)N(C=C1F)C2C(C(C(O2)C)O)O. Cell line: M14. Synergy scores: CSS=4.46, Synergy_ZIP=0.112, Synergy_Bliss=0.151, Synergy_Loewe=2.92, Synergy_HSA=0.520. (4) Drug 1: CS(=O)(=O)CCNCC1=CC=C(O1)C2=CC3=C(C=C2)N=CN=C3NC4=CC(=C(C=C4)OCC5=CC(=CC=C5)F)Cl. Drug 2: CC(C)CN1C=NC2=C1C3=CC=CC=C3N=C2N. Cell line: EKVX. Synergy scores: CSS=9.21, Synergy_ZIP=-6.91, Synergy_Bliss=-4.06, Synergy_Loewe=-5.27, Synergy_HSA=-5.06. (5) Drug 1: C1=C(C(=O)NC(=O)N1)F. Drug 2: CS(=O)(=O)OCCCCOS(=O)(=O)C. Cell line: OVCAR3. Synergy scores: CSS=63.0, Synergy_ZIP=2.03, Synergy_Bliss=-0.568, Synergy_Loewe=-18.1, Synergy_HSA=-0.253. (6) Drug 1: CC12CCC(CC1=CCC3C2CCC4(C3CC=C4C5=CN=CC=C5)C)O. Drug 2: C1C(C(OC1N2C=NC3=C2NC=NCC3O)CO)O. Cell line: SW-620. Synergy scores: CSS=9.00, Synergy_ZIP=2.08, Synergy_Bliss=4.37, Synergy_Loewe=1.03, Synergy_HSA=1.79. (7) Drug 1: CC1C(C(CC(O1)OC2CC(CC3=C2C(=C4C(=C3O)C(=O)C5=C(C4=O)C(=CC=C5)OC)O)(C(=O)CO)O)N)O.Cl. Drug 2: COC1=CC(=CC(=C1O)OC)C2C3C(COC3=O)C(C4=CC5=C(C=C24)OCO5)OC6C(C(C7C(O6)COC(O7)C8=CC=CS8)O)O. Cell line: ACHN. Synergy scores: CSS=40.0, Synergy_ZIP=1.96, Synergy_Bliss=2.55, Synergy_Loewe=-13.1, Synergy_HSA=2.56.